The task is: Predict the product of the given reaction.. This data is from Forward reaction prediction with 1.9M reactions from USPTO patents (1976-2016). Given the reactants [C:1]([O:5][C:6]([N:8]1[CH2:13][CH2:12][C:11]([CH3:17])([C:14](O)=[O:15])[CH2:10][CH2:9]1)=[O:7])([CH3:4])([CH3:3])[CH3:2].CC[N:20](C(C)C)C(C)C.CN(C(ON1N=NC2C=CC=NC1=2)=[N+](C)C)C.F[P-](F)(F)(F)(F)F.[NH4+].[Cl-], predict the reaction product. The product is: [C:14]([C:11]1([CH3:17])[CH2:12][CH2:13][N:8]([C:6]([O:5][C:1]([CH3:4])([CH3:3])[CH3:2])=[O:7])[CH2:9][CH2:10]1)(=[O:15])[NH2:20].